From a dataset of Catalyst prediction with 721,799 reactions and 888 catalyst types from USPTO. Predict which catalyst facilitates the given reaction. Reactant: [CH3:1][O:2][C:3]1[N:8]=[CH:7][C:6]([OH:9])=[CH:5][CH:4]=1.C[C:11](C)([O-:13])C.[K+].[CH3:16][O:17][CH2:18]Cl.CN(CCN(C)C)C.[Li]CCCC. Product: [CH3:1][O:2][C:3]1[CH:4]=[C:5]([CH:11]=[O:13])[C:6]([O:9][CH2:16][O:17][CH3:18])=[CH:7][N:8]=1. The catalyst class is: 215.